This data is from Catalyst prediction with 721,799 reactions and 888 catalyst types from USPTO. The task is: Predict which catalyst facilitates the given reaction. Reactant: [C:1]([C:3]1[S:4][C:5]2[C:11]([C:12]#[N:13])=[C:10](/[N:14]=[CH:15]/[N:16](C)C)[CH:9]=[CH:8][C:6]=2[N:7]=1)#[N:2].N[C:20]1[CH:25]=[CH:24][C:23]([OH:26])=[CH:22][CH:21]=1.[K+].[Br-]. Product: [OH:26][C:23]1[CH:24]=[CH:25][C:20]([NH:13][C:12]2[C:11]3[C:10](=[CH:9][CH:8]=[C:6]4[N:7]=[C:3]([C:1]#[N:2])[S:4][C:5]4=3)[N:14]=[CH:15][N:16]=2)=[CH:21][CH:22]=1. The catalyst class is: 25.